This data is from Full USPTO retrosynthesis dataset with 1.9M reactions from patents (1976-2016). The task is: Predict the reactants needed to synthesize the given product. (1) The reactants are: [CH3:1][C:2]1[N:3]=[C:4]([C:7]2[C:15]3[CH2:14][CH2:13][O:12][CH2:11][C:10]=3[S:9][C:8]=2[NH2:16])[S:5][CH:6]=1.[C:17]12[C:26](=[O:27])[O:25][C:23](=[O:24])[C:18]=1[CH2:19][CH2:20][CH2:21][CH2:22]2. Given the product [CH3:1][C:2]1[N:3]=[C:4]([C:7]2[C:15]3[CH2:14][CH2:13][O:12][CH2:11][C:10]=3[S:9][C:8]=2[NH:16][C:26]([C:17]2[CH2:22][CH2:21][CH2:20][CH2:19][C:18]=2[C:23]([OH:25])=[O:24])=[O:27])[S:5][CH:6]=1, predict the reactants needed to synthesize it. (2) Given the product [F:24][C:19]1[CH:18]=[C:17]([CH:22]=[C:21]([F:23])[CH:20]=1)[CH2:16][N:13]1[CH:14]=[CH:15][C:11]([C:10]2[C:4]3[C:5](=[N:6][CH:7]=[C:2]([C:43]4[CH:44]=[CH:45][C:46]([N:49]5[CH2:50][CH2:51][N:52]([C:55]([O:57][C:58]([CH3:61])([CH3:60])[CH3:59])=[O:56])[CH2:53][CH2:54]5)=[CH:47][CH:48]=4)[CH:3]=3)[N:8]([S:25]([C:28]3[CH:29]=[CH:30][C:31]([CH3:32])=[CH:33][CH:34]=3)(=[O:27])=[O:26])[CH:9]=2)=[N:12]1, predict the reactants needed to synthesize it. The reactants are: Br[C:2]1[CH:3]=[C:4]2[C:10]([C:11]3[CH:15]=[CH:14][N:13]([CH2:16][C:17]4[CH:22]=[C:21]([F:23])[CH:20]=[C:19]([F:24])[CH:18]=4)[N:12]=3)=[CH:9][N:8]([S:25]([C:28]3[CH:34]=[CH:33][C:31]([CH3:32])=[CH:30][CH:29]=3)(=[O:27])=[O:26])[C:5]2=[N:6][CH:7]=1.CC1(C)C(C)(C)OB([C:43]2[CH:48]=[CH:47][C:46]([N:49]3[CH2:54][CH2:53][N:52]([C:55]([O:57][C:58]([CH3:61])([CH3:60])[CH3:59])=[O:56])[CH2:51][CH2:50]3)=[CH:45][CH:44]=2)O1.C(=O)([O-])[O-].[Na+].[Na+].